From a dataset of Reaction yield outcomes from USPTO patents with 853,638 reactions. Predict the reaction yield, written as a fraction of the theoretical maximum amount of product (1.0 means a 100% yield; for example, 0.34 means a 34% yield). (1) The reactants are [CH3:1][C:2]([C@H:5]([C:37]1[CH:42]=[CH:41][CH:40]=[CH:39][CH:38]=1)[CH2:6][N:7]([CH2:11][C:12]1[CH:17]=[C:16]([O:18][CH3:19])[CH:15]=[CH:14][C:13]=1[CH2:20][CH2:21][C:22](=[O:36])[N:23]1[CH:27]([CH2:28][C:29]2[CH:34]=[CH:33][CH:32]=[CH:31][CH:30]=2)[CH2:26][O:25][C:24]1=[O:35])[C:8](=[O:10])[O-:9])([CH3:4])[CH3:3].Br[CH2:44][C:45]([O:47][CH3:48])=[O:46].O. The catalyst is C1COCC1. The product is [OH:18][C:16]1[CH:15]=[CH:14][C:13]2[CH2:20][C@@H:21]([CH2:44][C:45]([O:47][CH3:48])=[O:46])[C:22](=[O:36])[N:23]([CH2:27][CH2:28][C:29]3[CH:30]=[CH:31][CH:32]=[CH:33][CH:34]=3)[CH2:24][C:12]=2[CH:17]=1.[CH3:4][C:2]([C@H:5]([C:37]1[CH:42]=[CH:41][CH:40]=[CH:39][CH:38]=1)[CH2:6][N:7]([CH2:11][C:12]1[CH:17]=[C:16]([O:18][CH3:19])[CH:15]=[CH:14][C:13]=1[CH2:20][CH2:21][C:22](=[O:36])[N:23]1[CH:27]([CH2:28][C:29]2[CH:34]=[CH:33][CH:32]=[CH:31][CH:30]=2)[CH2:26][O:25][C:24]1=[O:35])[C:8](=[O:9])[O-:10])([CH3:1])[CH3:3]. The yield is 0.200. (2) The reactants are N12CCCN=C1CCCCC2.Cl.[NH2:13][CH2:14][C:15]1[CH:23]=[CH:22][CH:21]=[C:20]2[C:16]=1[C:17](=[O:33])[N:18]([CH:25]1[CH2:30][CH2:29][C:28](=[O:31])[NH:27][C:26]1=[O:32])[C:19]2=[O:24].[CH2:34]([O:36][C:37](=[O:46])[CH2:38][CH2:39][CH2:40][CH2:41][CH2:42][C:43](Cl)=[O:44])[CH3:35]. The catalyst is CC#N. The product is [O:32]=[C:26]1[CH:25]([N:18]2[C:17](=[O:33])[C:16]3[C:20](=[CH:21][CH:22]=[CH:23][C:15]=3[CH2:14][NH:13][C:43]([CH2:42][CH2:41][CH2:40][CH2:39][CH2:38][C:37]([O:36][CH2:34][CH3:35])=[O:46])=[O:44])[C:19]2=[O:24])[CH2:30][CH2:29][C:28](=[O:31])[NH:27]1. The yield is 0.500. (3) The reactants are [OH:1][C:2]1[CH:3]=[C:4]2[C:9](=[CH:10][CH:11]=1)[O:8][CH2:7][C:6]([C:12]([OH:14])=[O:13])=[CH:5]2. The catalyst is CO.[Pd]. The product is [OH:1][C:2]1[CH:3]=[C:4]2[C:9](=[CH:10][CH:11]=1)[O:8][CH2:7][CH:6]([C:12]([OH:14])=[O:13])[CH2:5]2. The yield is 0.750. (4) The reactants are [C:1]1([C:7]2[C:16]3[C:11](=[CH:12][CH:13]=[CH:14][CH:15]=3)[N:10]=[C:9]([NH:17][C:18]3[CH:26]=[CH:25][C:21]([C:22](O)=[O:23])=[CH:20][CH:19]=3)[N:8]=2)[CH:6]=[CH:5][CH:4]=[CH:3][CH:2]=1.CCN([CH:33]([CH3:35])C)C(C)C.CN(C(ON1N=N[C:46]2[CH:47]=[CH:48][CH:49]=[N:50][C:45]1=2)=[N+](C)C)C.F[P-](F)(F)(F)(F)F.[OH-:60].[Na+].CN(C)[CH:64]=[O:65]. The catalyst is ClCCl.CO.O1CCCC1. The product is [CH3:33][C:35]1[CH:45]=[CH:46][C:47]([C:64]([OH:65])=[O:60])=[CH:48][C:49]=1[NH:50][C:22]([C:21]1[CH:25]=[CH:26][C:18]([NH:17][C:9]2[N:8]=[C:7]([C:1]3[CH:6]=[CH:5][CH:4]=[CH:3][CH:2]=3)[C:16]3[C:11](=[CH:12][CH:13]=[CH:14][CH:15]=3)[N:10]=2)=[CH:19][CH:20]=1)=[O:23]. The yield is 0.860. (5) The reactants are [Cl:1][C:2]1[CH:3]=[C:4]2[C:9](=[CH:10][CH:11]=1)[NH:8][C:7](=[O:12])[CH2:6][CH2:5]2.[H-].[Na+].Br[CH2:16][CH2:17][CH2:18]Cl.[CH2:20]([CH:24]1[CH2:29][CH2:28][NH:27][CH2:26][CH2:25]1)[CH2:21][CH2:22][CH3:23].C([O-])([O-])=O.[K+].[K+]. The catalyst is CN(C=O)C. The product is [CH2:20]([CH:24]1[CH2:29][CH2:28][N:27]([CH2:16][CH2:17][CH2:18][N:8]2[C:9]3[C:4](=[CH:3][C:2]([Cl:1])=[CH:11][CH:10]=3)[CH2:5][CH2:6][C:7]2=[O:12])[CH2:26][CH2:25]1)[CH2:21][CH2:22][CH3:23]. The yield is 0.240. (6) The reactants are [F:1][C:2]([F:22])([F:21])[C:3]1[CH:10]=[C:9]([N:11]2[CH:15]([CH3:16])[C:14](=[O:17])[C:13]([CH3:19])([CH3:18])[C:12]2=[O:20])[CH:8]=[CH:7][C:4]=1[C:5]#[N:6].C([BH-](C(CC)C)C(CC)C)(CC)C.[Li+].C1COCC1.O. The catalyst is C1COCC1. The product is [OH:17][C@H:14]1[C@@H:15]([CH3:16])[N:11]([C:9]2[CH:8]=[CH:7][C:4]([C:5]#[N:6])=[C:3]([C:2]([F:1])([F:21])[F:22])[CH:10]=2)[C:12](=[O:20])[C:13]1([CH3:18])[CH3:19]. The yield is 0.640.